This data is from NCI-60 drug combinations with 297,098 pairs across 59 cell lines. The task is: Regression. Given two drug SMILES strings and cell line genomic features, predict the synergy score measuring deviation from expected non-interaction effect. (1) Drug 1: CC12CCC3C(C1CCC2=O)CC(=C)C4=CC(=O)C=CC34C. Drug 2: CS(=O)(=O)OCCCCOS(=O)(=O)C. Cell line: SNB-19. Synergy scores: CSS=36.5, Synergy_ZIP=-2.48, Synergy_Bliss=0.227, Synergy_Loewe=-12.0, Synergy_HSA=1.23. (2) Drug 1: C1=NC2=C(N=C(N=C2N1C3C(C(C(O3)CO)O)O)F)N. Drug 2: CN1C(=O)N2C=NC(=C2N=N1)C(=O)N. Cell line: HT29. Synergy scores: CSS=-3.72, Synergy_ZIP=7.42, Synergy_Bliss=7.81, Synergy_Loewe=0.113, Synergy_HSA=-0.531.